The task is: Regression/Classification. Given a drug SMILES string, predict its absorption, distribution, metabolism, or excretion properties. Task type varies by dataset: regression for continuous measurements (e.g., permeability, clearance, half-life) or binary classification for categorical outcomes (e.g., BBB penetration, CYP inhibition). For this dataset (solubility_aqsoldb), we predict Y.. This data is from Aqueous solubility values for 9,982 compounds from the AqSolDB database. (1) The drug is CC(C)(C)S. The Y is -1.79 log mol/L. (2) The drug is CC1=CCC(C(C)(C)O)CC1. The Y is -1.91 log mol/L. (3) The compound is C[C@H](CCC(=O)NCC(=O)O)[C@H]1CC[C@H]2[C@H]3[C@H](CC[C@@]21C)[C@@]1(C)CC[C@@H](O)C[C@H]1C[C@H]3O. The Y is -5.15 log mol/L. (4) The drug is O=C(O)/C=C\C(=O)Nc1ccccc1. The Y is -2.28 log mol/L. (5) The compound is CCC1(CC(C)=O)C(=O)NC(=O)NC1=O. The Y is -0.766 log mol/L.